The task is: Predict the product of the given reaction.. This data is from Forward reaction prediction with 1.9M reactions from USPTO patents (1976-2016). (1) Given the reactants [S:1]1[CH:5]=[CH:4][CH:3]=[C:2]1[C:6]1[C:10]([CH:11]=O)=[CH:9][NH:8][N:7]=1.[CH3:13][CH:14]([CH3:30])[C:15]([NH:17][C:18]1[CH:23]=[CH:22][CH:21]=[C:20]([CH:24]2[CH2:29][CH2:28][NH:27][CH2:26][CH2:25]2)[CH:19]=1)=[O:16], predict the reaction product. The product is: [CH3:13][CH:14]([CH3:30])[C:15]([NH:17][C:18]1[CH:23]=[CH:22][CH:21]=[C:20]([CH:24]2[CH2:29][CH2:28][N:27]([CH2:11][C:10]3[C:6]([C:2]4[S:1][CH:5]=[CH:4][CH:3]=4)=[N:7][NH:8][CH:9]=3)[CH2:26][CH2:25]2)[CH:19]=1)=[O:16]. (2) Given the reactants [H-].[Na+].[CH3:3][O:4][C:5]([C:7]1[C:11]2[N:12]=[CH:13][NH:14][C:15](=[O:16])[C:10]=2[NH:9][CH:8]=1)=[O:6].[H][H].Cl[CH2:20][O:21][CH2:22][CH2:23][Si:24]([CH3:27])([CH3:26])[CH3:25], predict the reaction product. The product is: [CH3:3][O:4][C:5]([C:7]1[C:11]2[N:12]=[CH:13][N:14]([CH2:20][O:21][CH2:22][CH2:23][Si:24]([CH3:27])([CH3:26])[CH3:25])[C:15](=[O:16])[C:10]=2[N:9]([CH2:20][O:21][CH2:22][CH2:23][Si:24]([CH3:27])([CH3:26])[CH3:25])[CH:8]=1)=[O:6]. (3) Given the reactants [Na].[NH:2]1[CH:6]=[CH:5][CH:4]=[N:3]1.[CH2:7]([C:15]1[CH:25]=[CH:24][C:18]([O:19][CH2:20][CH:21]2[CH2:23][O:22]2)=[CH:17][CH:16]=1)[CH2:8][CH2:9][CH2:10][CH2:11][CH2:12][CH2:13][CH3:14].[Na+].[Cl-], predict the reaction product. The product is: [CH2:7]([C:15]1[CH:16]=[CH:17][C:18]([O:19][CH2:20][CH:21]([OH:22])[CH2:23][N:2]2[CH:6]=[CH:5][CH:4]=[N:3]2)=[CH:24][CH:25]=1)[CH2:8][CH2:9][CH2:10][CH2:11][CH2:12][CH2:13][CH3:14]. (4) Given the reactants [C:1]1(=[O:11])[NH:5][C:4](=[O:6])[C:3]2=[CH:7][CH:8]=[CH:9][CH:10]=[C:2]12.C1(P(C2C=CC=CC=2)C2C=CC=CC=2)C=CC=CC=1.[CH2:31]([N:33]1[CH2:37][CH:36]([CH2:38]O)[CH2:35][S:34]1(=[O:41])=[O:40])[CH3:32].CC(OC(/N=N/C(OC(C)C)=O)=O)C, predict the reaction product. The product is: [CH2:31]([N:33]1[CH2:37][CH:36]([CH2:38][N:5]2[C:1](=[O:11])[C:2]3[C:3](=[CH:7][CH:8]=[CH:9][CH:10]=3)[C:4]2=[O:6])[CH2:35][S:34]1(=[O:41])=[O:40])[CH3:32]. (5) The product is: [OH:1][C:2]1[C:3]([O:29][CH3:28])=[C:4]2[C:9]([NH:10][C:11]3[CH:16]=[CH:15][C:14]([O:17][C:18]4[CH:19]=[CH:20][CH:21]=[CH:22][CH:23]=4)=[CH:13][CH:12]=3)=[C:8]([C:24]#[N:25])[CH:7]=[N:6][N:5]2[CH:26]=1. Given the reactants [OH:1][C:2]1[C:3](C)=[C:4]2[C:9]([NH:10][C:11]3[CH:16]=[CH:15][C:14]([O:17][C:18]4[CH:23]=[CH:22][CH:21]=[CH:20][CH:19]=4)=[CH:13][CH:12]=3)=[C:8]([C:24]#[N:25])[CH:7]=[N:6][N:5]2[CH:26]=1.[C:28](O)(C(F)(F)F)=[O:29].O.C(O)(C(F)(F)F)=O.CC#N, predict the reaction product. (6) Given the reactants [F:1][C:2]1[CH:3]=[C:4]([C:9]([C:16]2[CH:21]=[C:20]([F:22])[CH:19]=[C:18]([F:23])[CH:17]=2)([C:11]2[N:12]=[CH:13][NH:14][CH:15]=2)O)[CH:5]=[C:6]([F:8])[CH:7]=1.Cl, predict the reaction product. The product is: [F:1][C:2]1[CH:3]=[C:4]([CH:9]([C:16]2[CH:21]=[C:20]([F:22])[CH:19]=[C:18]([F:23])[CH:17]=2)[C:11]2[N:12]=[CH:13][NH:14][CH:15]=2)[CH:5]=[C:6]([F:8])[CH:7]=1. (7) Given the reactants [NH2:1][CH2:2][C:3]1[S:7][C:6](/[CH:8]=[CH:9]/[C:10]([NH:12][CH:13]([C:18]2[CH:23]=[CH:22][CH:21]=[C:20]([C:24]([F:27])([F:26])[F:25])[CH:19]=2)[C:14]([F:17])([F:16])[F:15])=[O:11])=[CH:5][C:4]=1[CH3:28].CN(C(ON1N=NC2C=CC=NC1=2)=[N+](C)C)C.F[P-](F)(F)(F)(F)F.[CH3:53][S:54][CH2:55][C:56](O)=[O:57].C(N(CC)CC)C, predict the reaction product. The product is: [CH3:28][C:4]1[CH:5]=[C:6](/[CH:8]=[CH:9]/[C:10]([NH:12][CH:13]([C:18]2[CH:23]=[CH:22][CH:21]=[C:20]([C:24]([F:27])([F:25])[F:26])[CH:19]=2)[C:14]([F:15])([F:16])[F:17])=[O:11])[S:7][C:3]=1[CH2:2][NH:1][C:56](=[O:57])[CH2:55][S:54][CH3:53]. (8) Given the reactants [CH3:1][NH:2][CH2:3][CH2:4][CH:5]([O:12][C:13]1[CH:14]=[CH:15][C:16]([C:19]([F:22])([F:21])[F:20])=[CH:17][CH:18]=1)[C:6]1[CH:7]=[CH:8][CH:9]=[CH:10][CH:11]=1.[ClH:23].[C:24]([OH:32])(=[O:31])[C:25]1[CH:30]=[CH:29][CH:28]=[CH:27][CH:26]=1, predict the reaction product. The product is: [CH3:1][NH:2][CH2:3][CH2:4][CH:5]([O:12][C:13]1[CH:18]=[CH:17][C:16]([C:19]([F:20])([F:22])[F:21])=[CH:15][CH:14]=1)[C:6]1[CH:7]=[CH:8][CH:9]=[CH:10][CH:11]=1.[ClH:23].[C:24]([OH:32])(=[O:31])[C:25]1[CH:30]=[CH:29][CH:28]=[CH:27][CH:26]=1.